From a dataset of Reaction yield outcomes from USPTO patents with 853,638 reactions. Predict the reaction yield, written as a fraction of the theoretical maximum amount of product (1.0 means a 100% yield; for example, 0.34 means a 34% yield). (1) The reactants are [CH3:1][C:2]1([CH3:9])[CH:7]([OH:8])[C:5](=[O:6])[O:4][CH2:3]1.Cl.Cl.[O:12]([CH2:16][CH2:17][NH2:18])[CH2:13][CH2:14][NH2:15].[C:19](=[O:22])(O)[O-].[Na+]. The catalyst is C(O)C. The product is [OH:8][CH:7]([C:2]([CH3:3])([CH3:1])[CH2:19][OH:22])[C:5]([NH:15][CH2:14][CH2:13][O:12][CH2:16][CH2:17][NH:18][C:5](=[O:6])[CH:7]([OH:8])[C:2]([CH3:9])([CH3:1])[CH2:3][OH:4])=[O:4]. The yield is 0.790. (2) The reactants are Br[C:2]1[CH:3]=[C:4]2[C:8](=[CH:9][CH:10]=1)[N:7]([CH:11]1[CH2:16][CH2:15][N:14]([C:17]([O:19][C:20]([CH3:23])([CH3:22])[CH3:21])=[O:18])[CH2:13][CH2:12]1)[CH2:6][CH2:5]2.C([Li])(C)(C)C.[C:29]1([S:35](F)(=[O:37])=[O:36])[CH:34]=[CH:33][CH:32]=[CH:31][CH:30]=1. The catalyst is C1COCC1. The product is [C:29]1([S:35]([C:2]2[CH:3]=[C:4]3[C:8](=[CH:9][CH:10]=2)[N:7]([CH:11]2[CH2:16][CH2:15][N:14]([C:17]([O:19][C:20]([CH3:23])([CH3:22])[CH3:21])=[O:18])[CH2:13][CH2:12]2)[CH2:6][CH2:5]3)(=[O:37])=[O:36])[CH:34]=[CH:33][CH:32]=[CH:31][CH:30]=1. The yield is 0.560. (3) The reactants are [C:1]([N:4]1[CH2:9][CH2:8][N:7]2[N:10]=[C:11]([NH:13][C:14]3[C:15](=[O:22])[N:16]([CH3:21])[CH:17]=[C:18](Br)[CH:19]=3)[CH:12]=[C:6]2[CH2:5]1)(=[O:3])[CH3:2].[B:23]1([B:23]2[O:27][C:26]([CH3:29])([CH3:28])[C:25]([CH3:31])([CH3:30])[O:24]2)[O:27][C:26]([CH3:29])([CH3:28])[C:25]([CH3:31])([CH3:30])[O:24]1.CC(C1C=C(C(C)C)C(C2C=CC=CC=2P(C2CCCCC2)C2CCCCC2)=C(C(C)C)C=1)C.C(O[K])(C)=O. The catalyst is C1C=CC(/C=C/C(/C=C/C2C=CC=CC=2)=O)=CC=1.C1C=CC(/C=C/C(/C=C/C2C=CC=CC=2)=O)=CC=1.C1C=CC(/C=C/C(/C=C/C2C=CC=CC=2)=O)=CC=1.[Pd].[Pd].O1CCOCC1. The product is [C:1]([N:4]1[CH2:9][CH2:8][N:7]2[N:10]=[C:11]([NH:13][C:14]3[C:15](=[O:22])[N:16]([CH3:21])[CH:17]=[C:18]([B:23]4[O:27][C:26]([CH3:29])([CH3:28])[C:25]([CH3:31])([CH3:30])[O:24]4)[CH:19]=3)[CH:12]=[C:6]2[CH2:5]1)(=[O:3])[CH3:2]. The yield is 0.800. (4) The reactants are [NH:1]1[C:9]2[C:4](=[CH:5][CH:6]=[CH:7][CH:8]=2)[C:3](/[CH:10]=[CH:11]/[C:12]2[CH:20]=[CH:19][C:15]([C:16]([OH:18])=O)=[CH:14][CH:13]=2)=[N:2]1.C(OC(=O)[NH:27][CH:28]1[CH2:32][CH2:31][NH:30][CH2:29]1)(C)(C)C.O.ON1C2C=CC=CC=2N=N1.[ClH:45].C(N=C=NCCCN(C)C)C.CN1CCOCC1.Cl.CO. The catalyst is CO. The product is [ClH:45].[ClH:45].[NH:1]1[C:9]2[C:4](=[CH:5][CH:6]=[CH:7][CH:8]=2)[C:3](/[CH:10]=[CH:11]/[C:12]2[CH:13]=[CH:14][C:15]([C:16]([N:30]3[CH2:31][CH2:32][CH:28]([NH2:27])[CH2:29]3)=[O:18])=[CH:19][CH:20]=2)=[N:2]1. The yield is 0.380. (5) The catalyst is CO. The reactants are C(OO)(C)(C)C.[F:7][C:8]1([F:18])[CH2:13][N:12]2[C:14](=S)[NH:15][CH2:16][C:11]2=[N:10][CH2:9]1.[Br:19][C:20]1[CH:21]=[C:22]([CH:30]=[CH:31][C:32]=1[F:33])[CH2:23][C:24]1[CH:29]=[CH:28][N:27]=[CH:26][CH:25]=1.N. The product is [F:7][C:8]1([F:18])[CH2:13][N:12]2[C:14]([NH2:27])=[N:15][CH2:16][C:11]2=[N:10][CH2:9]1.[Br:19][C:20]1[CH:21]=[C:22]([CH:30]=[CH:31][C:32]=1[F:33])[CH2:23][C:24]1[CH:25]=[CH:26][N:27]=[CH:28][CH:29]=1. The yield is 0.540.